Dataset: Forward reaction prediction with 1.9M reactions from USPTO patents (1976-2016). Task: Predict the product of the given reaction. (1) Given the reactants [O:1]1[C:5]2[CH:6]=[CH:7][C:8]([CH2:10][CH2:11][N:12]3[CH2:17][CH2:16][CH2:15][CH:14]([OH:18])[CH2:13]3)=[CH:9][C:4]=2[O:3][CH2:2]1.[C:19]1([CH:25](Cl)[C:26]2[CH:31]=[CH:30][CH:29]=[CH:28][CH:27]=2)[CH:24]=[CH:23][CH:22]=[CH:21][CH:20]=1, predict the reaction product. The product is: [CH:25]([O:18][CH:14]1[CH2:15][CH2:16][CH2:17][N:12]([CH2:11][CH2:10][C:8]2[CH:7]=[CH:6][C:5]3[O:1][CH2:2][O:3][C:4]=3[CH:9]=2)[CH2:13]1)([C:19]1[CH:24]=[CH:23][CH:22]=[CH:21][CH:20]=1)[C:26]1[CH:31]=[CH:30][CH:29]=[CH:28][CH:27]=1. (2) The product is: [Cl:27][C:28]1[CH:33]=[CH:32][CH:31]=[CH:30][C:29]=1[C:34]([NH:36][C:37]([NH:20][C:19]1[CH:21]=[CH:22][C:16]([O:15][C:6]2[C:5]3[C:10](=[CH:11][C:12]([O:13][CH3:14])=[C:3]([O:2][CH3:1])[CH:4]=3)[N:9]=[CH:8][CH:7]=2)=[CH:17][C:18]=1[F:23])=[S:38])=[O:35]. Given the reactants [CH3:1][O:2][C:3]1[CH:4]=[C:5]2[C:10](=[CH:11][C:12]=1[O:13][CH3:14])[N:9]=[CH:8][CH:7]=[C:6]2[O:15][C:16]1[CH:22]=[CH:21][C:19]([NH2:20])=[C:18]([F:23])[CH:17]=1.C(O)C.[Cl:27][C:28]1[CH:33]=[CH:32][CH:31]=[CH:30][C:29]=1[C:34]([N:36]=[C:37]=[S:38])=[O:35], predict the reaction product. (3) Given the reactants [C:1]([O:5][C:6]([N:8]1[CH2:13][CH2:12][N:11]([C:14]2[CH:19]=[CH:18][C:17]([CH:20]=O)=[CH:16][CH:15]=2)[CH2:10][CH2:9]1)=[O:7])([CH3:4])([CH3:3])[CH3:2].[BH-](OC(C)=O)(OC(C)=O)OC(C)=O.[Na+].[NH:36]1[CH2:41][CH2:40][O:39][CH2:38][CH2:37]1, predict the reaction product. The product is: [C:1]([O:5][C:6]([N:8]1[CH2:13][CH2:12][N:11]([C:14]2[CH:19]=[CH:18][C:17]([CH2:20][N:36]3[CH2:41][CH2:40][O:39][CH2:38][CH2:37]3)=[CH:16][CH:15]=2)[CH2:10][CH2:9]1)=[O:7])([CH3:4])([CH3:3])[CH3:2]. (4) Given the reactants Cl.[CH3:2][C:3]1[CH:4]=[C:5]([NH2:12])[C:6]2[CH:7]=[N:8][NH:9][C:10]=2[CH:11]=1.I[C:14]1[CH:15]=[C:16]([CH:27]=[CH:28][CH:29]=1)[C:17]([O:19][CH2:20][C:21]1[CH:26]=[CH:25][CH:24]=[CH:23][CH:22]=1)=[O:18].C(=O)([O-])[O-].[K+].[K+].CN[C@@H]1CCCC[C@H]1NC, predict the reaction product. The product is: [NH2:12][C:5]1[CH:4]=[C:3]([CH3:2])[CH:11]=[C:10]2[C:6]=1[CH:7]=[N:8][N:9]2[C:14]1[CH:15]=[C:16]([CH:27]=[CH:28][CH:29]=1)[C:17]([O:19][CH2:20][C:21]1[CH:22]=[CH:23][CH:24]=[CH:25][CH:26]=1)=[O:18]. (5) Given the reactants [C:1]([C:3]1[CH:31]=[CH:30][C:6]([CH2:7][CH:8](/[CH:21]=[CH:22]/[C:23]2[CH:28]=[CH:27][CH:26]=[CH:25][C:24]=2[OH:29])[CH2:9][CH2:10][C:11]2[CH:20]=[CH:19][C:14]([C:15]([O:17][CH3:18])=[O:16])=[CH:13][CH:12]=2)=[CH:5][CH:4]=1)#[N:2].[Br:32][CH2:33][CH2:34][CH2:35][CH2:36]Br.C(=O)([O-])[O-].[K+].[K+], predict the reaction product. The product is: [Br:32][CH2:33][CH2:34][CH2:35][CH2:36][O:29][C:24]1[CH:25]=[CH:26][CH:27]=[CH:28][C:23]=1/[CH:22]=[CH:21]/[CH:8]([CH2:7][C:6]1[CH:5]=[CH:4][C:3]([C:1]#[N:2])=[CH:31][CH:30]=1)[CH2:9][CH2:10][C:11]1[CH:20]=[CH:19][C:14]([C:15]([O:17][CH3:18])=[O:16])=[CH:13][CH:12]=1. (6) Given the reactants [C:1]([SH:5])([CH3:4])([CH3:3])[CH3:2].Cl[C:7]([O:9][CH:10]([Cl:12])[CH3:11])=[O:8].CN1CCOCC1, predict the reaction product. The product is: [C:7](=[O:8])([S:5][C:1]([CH3:4])([CH3:3])[CH3:2])[O:9][CH:10]([Cl:12])[CH3:11]. (7) Given the reactants [NH:1]1[C:5]2=[N:6][CH:7]=[CH:8][CH:9]=[C:4]2[C:3]([CH2:10][C:11]([OH:13])=[O:12])=[N:2]1.[CH3:14]O, predict the reaction product. The product is: [NH:1]1[C:5]2=[N:6][CH:7]=[CH:8][CH:9]=[C:4]2[C:3]([CH2:10][C:11]([O:13][CH3:14])=[O:12])=[N:2]1. (8) Given the reactants [NH2:1][C:2]1[S:3][CH:4]=[C:5]([CH2:7][C:8]([O:10][CH2:11][CH3:12])=[O:9])[N:6]=1.[C:13](O)(=[O:15])[CH3:14], predict the reaction product. The product is: [C:13]([NH:1][C:2]1[S:3][CH:4]=[C:5]([CH2:7][C:8]([O:10][CH2:11][CH3:12])=[O:9])[N:6]=1)(=[O:15])[CH3:14]. (9) Given the reactants CS(O[CH2:6][CH2:7][CH2:8][C:9]#[CH:10])(=O)=O.[N:11]1([C:17]2[N:22]=[CH:21][CH:20]=[CH:19][N:18]=2)[CH2:16][CH2:15][NH:14][CH2:13][CH2:12]1.C(N(C(C)C)CC)(C)C, predict the reaction product. The product is: [CH2:6]([N:14]1[CH2:15][CH2:16][N:11]([C:17]2[N:18]=[CH:19][CH:20]=[CH:21][N:22]=2)[CH2:12][CH2:13]1)[CH2:7][CH2:8][C:9]#[CH:10]. (10) Given the reactants C([O:5][C:6](=[O:55])[C@@H:7]([NH:34][C:35](=[O:54])[NH:36][C@@H:37]([CH2:45][CH2:46][C:47]([O:49]C(C)(C)C)=[O:48])[C:38]([O:40]C(C)(C)C)=[O:39])[CH2:8][CH2:9][CH2:10][CH2:11][NH:12][C:13](=[O:33])[CH2:14][N:15]1[CH:19]=[C:18]([Sn](CCCC)(CCCC)CCCC)[N:17]=[N:16]1)(C)(C)C.[I:56]I, predict the reaction product. The product is: [C:6]([C@@H:7]([NH:34][C:35](=[O:54])[NH:36][C@@H:37]([CH2:45][CH2:46][C:47]([OH:49])=[O:48])[C:38]([OH:40])=[O:39])[CH2:8][CH2:9][CH2:10][CH2:11][NH:12][C:13](=[O:33])[CH2:14][N:15]1[CH:19]=[C:18]([I:56])[N:17]=[N:16]1)([OH:5])=[O:55].